Dataset: Merck oncology drug combination screen with 23,052 pairs across 39 cell lines. Task: Regression. Given two drug SMILES strings and cell line genomic features, predict the synergy score measuring deviation from expected non-interaction effect. (1) Drug 1: CN(C)C(=N)N=C(N)N. Drug 2: O=C(CCCCCCC(=O)Nc1ccccc1)NO. Cell line: A2058. Synergy scores: synergy=6.48. (2) Drug 1: O=C(CCCCCCC(=O)Nc1ccccc1)NO. Drug 2: Cn1nnc2c(C(N)=O)ncn2c1=O. Cell line: NCIH1650. Synergy scores: synergy=-8.97.